This data is from Choline transporter screen with 302,306 compounds. The task is: Binary Classification. Given a drug SMILES string, predict its activity (active/inactive) in a high-throughput screening assay against a specified biological target. (1) The compound is Clc1c(C(OC(CN2CCN(CC2)C)C)=O)cccc1. The result is 1 (active). (2) The drug is o1c(CNC(c2cc(OC)c(OC)cc2)CC=C)ccc1. The result is 0 (inactive). (3) The drug is S(c1n(c(=O)c2c(scc2)n1)c1ccccc1)CC(=O)NC(C)C. The result is 0 (inactive).